This data is from Reaction yield outcomes from USPTO patents with 853,638 reactions. The task is: Predict the reaction yield, written as a fraction of the theoretical maximum amount of product (1.0 means a 100% yield; for example, 0.34 means a 34% yield). The reactants are [CH3:1][O:2][C:3](=[O:12])[C:4]1[CH:9]=[CH:8][CH:7]=[C:6]([CH2:10]Br)[CH:5]=1.[C-:13]#[N:14].[Na+].O. The catalyst is CN(C=O)C. The product is [C:13]([CH2:10][C:6]1[CH:5]=[C:4]([CH:9]=[CH:8][CH:7]=1)[C:3]([O:2][CH3:1])=[O:12])#[N:14]. The yield is 0.890.